This data is from Reaction yield outcomes from USPTO patents with 853,638 reactions. The task is: Predict the reaction yield, written as a fraction of the theoretical maximum amount of product (1.0 means a 100% yield; for example, 0.34 means a 34% yield). (1) The reactants are C[C:2](C)([O-:4])C.[K+].[CH3:7][N:8]1[C:16]2[C:11](=[CH:12][CH:13]=[CH:14][CH:15]=2)[CH:10]=[C:9]1[CH2:17][CH2:18][C:19]([O:21][CH3:22])=[O:20].C(OC)=O. The catalyst is C1COCC1. The product is [OH:4][CH:2]=[C:18]([CH2:17][C:9]1[N:8]([CH3:7])[C:16]2[C:11]([CH:10]=1)=[CH:12][CH:13]=[CH:14][CH:15]=2)[C:19]([O:21][CH3:22])=[O:20]. The yield is 0.352. (2) The yield is 0.900. The catalyst is CC1CCCO1.CCOC(C)=O.O.[O-]CC.[Ti+4].[O-]CC.[O-]CC.[O-]CC. The reactants are [Br:1][C:2]1[CH:3]=[C:4]2[C:9](=[CH:10][CH:11]=1)[O:8][CH:7]([CH:12]1[CH2:17][CH2:16][CH2:15][O:14][CH2:13]1)[CH2:6][C:5]2=O.[CH3:19][C:20]([S:23]([NH2:25])=[O:24])([CH3:22])[CH3:21]. The product is [Br:1][C:2]1[CH:3]=[C:4]2[C:9](=[CH:10][CH:11]=1)[O:8][CH:7]([CH:12]1[CH2:17][CH2:16][CH2:15][O:14][CH2:13]1)[CH2:6][C:5]2=[N:25][S:23]([C:20]([CH3:22])([CH3:21])[CH3:19])=[O:24].